From a dataset of Catalyst prediction with 721,799 reactions and 888 catalyst types from USPTO. Predict which catalyst facilitates the given reaction. (1) Reactant: Cl[C:2]1[N:7]=[C:6]([C:8]2[N:12]3[CH:13]=[CH:14][CH:15]=[CH:16][C:11]3=[N:10][C:9]=2[C:17]2[CH:18]=[C:19]([CH:31]=[CH:32][CH:33]=2)[C:20]([NH:22][C:23]2[C:28]([F:29])=[CH:27][CH:26]=[CH:25][C:24]=2[F:30])=[O:21])[CH:5]=[CH:4][N:3]=1.[CH3:34][C:35]1[C:36]([N:44]2[CH2:49][CH2:48][N:47]([CH2:50][CH2:51][S:52]([CH3:55])(=[O:54])=[O:53])[CH2:46][CH2:45]2)=[CH:37][C:38]([O:42][CH3:43])=[C:39]([CH:41]=1)[NH2:40].C1(C)C=CC(S(O)(=O)=O)=CC=1.C[O-].[Na+]. The catalyst class is: 812. Product: [F:30][C:24]1[CH:25]=[CH:26][CH:27]=[C:28]([F:29])[C:23]=1[NH:22][C:20](=[O:21])[C:19]1[CH:31]=[CH:32][CH:33]=[C:17]([C:9]2[N:10]=[C:11]3[CH:16]=[CH:15][CH:14]=[CH:13][N:12]3[C:8]=2[C:6]2[CH:5]=[CH:4][N:3]=[C:2]([NH:40][C:39]3[CH:41]=[C:35]([CH3:34])[C:36]([N:44]4[CH2:49][CH2:48][N:47]([CH2:50][CH2:51][S:52]([CH3:55])(=[O:54])=[O:53])[CH2:46][CH2:45]4)=[CH:37][C:38]=3[O:42][CH3:43])[N:7]=2)[CH:18]=1. (2) Reactant: [N+:1]([C:4]1[CH:5]=[CH:6][C:7]([N:10]([CH2:14][CH2:15][CH3:16])[CH2:11][CH2:12][CH3:13])=[N:8][CH:9]=1)([O-])=O. Product: [CH2:14]([N:10]([CH2:11][CH2:12][CH3:13])[C:7]1[CH:6]=[CH:5][C:4]([NH2:1])=[CH:9][N:8]=1)[CH2:15][CH3:16]. The catalyst class is: 19. (3) Reactant: Br[C:2]1[S:3][CH:4]=[C:5]([Br:7])[N:6]=1.[I-].[CH2:9]([Zn+])[C:10]([CH3:13])([CH3:12])[CH3:11]. Product: [Br:7][C:5]1[N:6]=[C:2]([CH2:9][C:10]([CH3:13])([CH3:12])[CH3:11])[S:3][CH:4]=1. The catalyst class is: 76. (4) Reactant: OCC1CC=1CC.[Mg:8].[Br:9]CCBr.Br[CH2:14][CH2:15][CH2:16][CH2:17][CH2:18][CH2:19][CH3:20]. Product: [CH2:14]([Mg:8][Br:9])[CH2:15][CH2:16][CH2:17][CH2:18][CH2:19][CH3:20]. The catalyst class is: 27. (5) Reactant: Cl.Cl.[F:3][C:4]1[CH:5]=[C:6]([CH:8]=[C:9]([CH2:17][NH:18][CH3:19])[C:10]=1[O:11][C@@H:12]([CH3:16])[CH2:13][O:14][CH3:15])[NH2:7].C(N(CC)C(C)C)(C)C.[CH2:29]([O:36][C:37]([O:39]N1C(=O)CCC1=O)=O)[C:30]1[CH:35]=[CH:34][CH:33]=[CH:32][CH:31]=1. Product: [NH2:7][C:6]1[CH:5]=[C:4]([F:3])[C:10]([O:11][C@@H:12]([CH3:16])[CH2:13][O:14][CH3:15])=[C:9]([CH:8]=1)[CH2:17][N:18]([CH3:19])[C:37](=[O:39])[O:36][CH2:29][C:30]1[CH:31]=[CH:32][CH:33]=[CH:34][CH:35]=1. The catalyst class is: 3. (6) Product: [F:1][C:2]1[CH:3]=[C:4]([CH2:9][CH2:10][NH2:11])[CH:5]=[C:6]([F:8])[CH:7]=1. The catalyst class is: 1. Reactant: [F:1][C:2]1[CH:3]=[C:4]([CH2:9][C:10]#[N:11])[CH:5]=[C:6]([F:8])[CH:7]=1.